Dataset: Forward reaction prediction with 1.9M reactions from USPTO patents (1976-2016). Task: Predict the product of the given reaction. Given the reactants C(O[BH-](OC(=O)C)OC(=O)C)(=O)C.[Na+].FC(F)(F)C(O)=O.[NH2:22][C:23]1[C:24]([C:28]2[N:32]([C:33]3[CH:38]=[CH:37][C:36]([F:39])=[C:35]([Br:40])[CH:34]=3)[C:31](=[O:41])[O:30][N:29]=2)=[N:25][O:26][N:27]=1.[CH2:42]([N:45]([S:53]([N:56]([CH2:60][CH:61]=[CH2:62])[CH2:57][CH:58]=O)(=[O:55])=[O:54])[C:46](=[O:52])[O:47][C:48]([CH3:51])([CH3:50])[CH3:49])[CH:43]=[CH2:44].C(=O)([O-])[O-].[Na+].[Na+], predict the reaction product. The product is: [CH2:42]([N:45]([S:53](=[O:55])(=[O:54])[N:56]([CH2:60][CH:61]=[CH2:62])[CH2:57][CH2:58][NH:22][C:23]1[C:24]([C:28]2[N:32]([C:33]3[CH:38]=[CH:37][C:36]([F:39])=[C:35]([Br:40])[CH:34]=3)[C:31](=[O:41])[O:30][N:29]=2)=[N:25][O:26][N:27]=1)[C:46](=[O:52])[O:47][C:48]([CH3:49])([CH3:51])[CH3:50])[CH:43]=[CH2:44].